Dataset: Catalyst prediction with 721,799 reactions and 888 catalyst types from USPTO. Task: Predict which catalyst facilitates the given reaction. (1) Reactant: [CH3:1][C:2]1[N:7]=[C:6]([C:8]2[N:13]=[CH:12][C:11]3[CH:14]=[N:15][N:16]([C:17]4[N:22]=[C:21]([N:23]5[CH2:28][CH2:27][CH2:26][C@H:25]([NH:29]C(=O)OC(C)(C)C)[C:24]5=[O:37])[CH:20]=[CH:19][CH:18]=4)[C:10]=3[CH:9]=2)[CH:5]=[N:4][CH:3]=1.FC(F)(F)C(O)=O. Product: [NH2:29][C@H:25]1[CH2:26][CH2:27][CH2:28][N:23]([C:21]2[CH:20]=[CH:19][CH:18]=[C:17]([N:16]3[C:10]4[CH:9]=[C:8]([C:6]5[CH:5]=[N:4][CH:3]=[C:2]([CH3:1])[N:7]=5)[N:13]=[CH:12][C:11]=4[CH:14]=[N:15]3)[N:22]=2)[C:24]1=[O:37]. The catalyst class is: 4. (2) Reactant: Cl[C:2]1[C:3]2[C:4](=[CH:16][N:17](CC3C=CC(OC)=CC=3)[N:18]=2)[N:5]=[C:6]([C:8]2[CH:13]=[CH:12][C:11]([O:14][CH3:15])=[CH:10][CH:9]=2)[N:7]=1.[O:28]1[CH2:33][CH2:32][NH:31][C:30]2[CH:34]=[C:35]([NH2:38])[CH:36]=[CH:37][C:29]1=2.Cl. Product: [CH3:15][O:14][C:11]1[CH:10]=[CH:9][C:8]([C:6]2[N:7]=[C:2]([NH:38][C:35]3[CH:36]=[CH:37][C:29]4[O:28][CH2:33][CH2:32][NH:31][C:30]=4[CH:34]=3)[C:3]3[NH:18][N:17]=[CH:16][C:4]=3[N:5]=2)=[CH:13][CH:12]=1. The catalyst class is: 71.